Dataset: Experimentally validated miRNA-target interactions with 360,000+ pairs, plus equal number of negative samples. Task: Binary Classification. Given a miRNA mature sequence and a target amino acid sequence, predict their likelihood of interaction. (1) The miRNA is hsa-miR-502-5p with sequence AUCCUUGCUAUCUGGGUGCUA. The protein sequence of the target gene is MVRIQRRKLLASCLCVTATVFLLVTLQVMVELGKFERKEFKSSSLQDGHTKMEEAPTHLNSFLKKEGLTFNRKRKWELDSYPIMLWWSPLTGETGRLGQCGADACFFTINRTYLHHHMTKAFLFYGTDFNIDSLPLPRKAHHDWAVFHEESPKNNYKLFHKPVITLFNYTATFSRHSHLPLTTQYLESIEVLKSLRYLVPLQSKNKLRKRLAPLVYVQSDCDPPSDRDSYVRELMTYIEVDSYGECLRNKDLPQQLKNPASMDADGFYRIIAQYKFILAFENAVCDDYITEKFWRPLKLG.... Result: 0 (no interaction). (2) The miRNA is hsa-miR-106a-5p with sequence AAAAGUGCUUACAGUGCAGGUAG. The protein sequence of the target gene is MEVPPATKFGETFAFENRLESQQGLFPGEDLGDPFLQERGLEQMAVIYKEIPLGEQDEENDDYEGNFSLCSSPVQHQSIPPGTRPQDDELFGQTFLQKSDLSMCQIIHSEEPSPCDCAETDRGDSGPNAPHRTPQPAKPYACRECGKAFSQSSHLLRHLVIHTGEKPYECCECGKAFSQSSHLLRHQIIHTGEKPYECRECGKAFRQSSALTQHQKIHTGKRPYECRECGKDFSRSSSLRKHERIHTGERPYQCKECGKSFNQSSGLSQHRKIHTLKKPHECDLCGKAFCHRSHLIRHQR.... Result: 1 (interaction). (3) The miRNA is hsa-miR-329-3p with sequence AACACACCUGGUUAACCUCUUU. The protein sequence of the target gene is MGRSGKLPSGVSAKLKRWKKGHSSDSNPAICRHRQAARSRFFSRPSGRSDLTVDAVKLHNELQSGSLRLGKSEAPETPMEEEAELVLTEKSSGTFLSGLSDCTNVTFSKVQRFWESNSAAHKEICAVLAAVTEVIRSQGGKETETEYFAALMTTMEAVESPESLAAVAYLLNLVLKRVPSPVLIKKFSDTSKAFMDIMSAQASSGSTSVLRWVLSCLATLLRKQDLEAWGYPVTLQVYHGLLSFTVHPKPKIRKAAQHGVCSVLKGSEFMFEKAPAHHPAAISTAKFCIQEIEKSGGSKE.... Result: 0 (no interaction). (4) The miRNA is hsa-miR-5706 with sequence UUCUGGAUAACAUGCUGAAGCU. The protein sequence of the target gene is MNRAFSRKKDKTWMHTPEALSKHFIPYNAKFLGSTEVEQPKGTEVVRDAVRKLKFARHIKKSEGQKIPKVELQISIYGVKILEPKTKEVQHNCQLHRISFCADDKTDKRIFTFICKDSESNKHLCYVFDSEKCAEEITLTIGQAFDLAYRKFLESGGKDVETRKQIAGLQKRIQDLETENMELKNKVQDLENQLRITQVSAPPAGSMTPKSPSTDIFDMIPFSPISHQSSMPTRNGTQPPPVPSRSTEIKRDLFGAEPFDPFNCGAADFPPDIQSKLDEMQEGFKMGLTLEGTVFCLDPL.... Result: 0 (no interaction). (5) The miRNA is mmu-miR-741-3p with sequence UGAGAGAUGCCAUUCUAUGUAGA. The protein sequence of the target gene is MWRGVPGCLRDIVQWQVALWSHSFVRTWGSCGKAMTEALSAQAEAAGGLKALVQPNGDAGSNTSGEPLLERLEPAAVGKQVPESGDQAQGGEGQLPSNGEQTPAPVADSGKRKKRRGATGERVVPPPKKRRTGVSFSDEHFAETTYYFEGGLRKVRPYYFDFQTYCKGRWVGRSLLHVFSTEFRSQPLSYYEAAVRAGRLHLNEEPVQDLSIVLKDNDFLRNTVHRHEPPVTAEPIHLLAENNDVVVIDKPSSIPVHPCGRFRHNTVIFILGKEHQLKELHPLHRLDRLTSGVLMFAKTA.... Result: 1 (interaction). (6) The miRNA is mmu-miR-1895 with sequence CCCCCGAGGAGGACGAGGAGGA. The protein sequence of the target gene is MPAMVPGWNHGNITRSKAEELLSRAGKDGSFLVRASESIPRAYALCVLFRNCVYTYRILPNEDDKFTVQASEGVPMRFFTKLDQLIDFYKKENMGLVTHLQYPVPLEEEDAIDEAEEDTVESVMSPPELPPRNIPMSAGPSEAKDLPLATENPRAPEVTRLSLSETLFQRLQSMDTSGLPEEHLKAIQDYLSTQLLLDSDFLKTGSSNLPHLKKLMSLLCKELHGEVIRTLPSLESLQRLFDQQLSPGLRPRPQVPGEASPITMVAKLSQLTSLLSSIEDKVKSLLHEGSESTNRRSLIP.... Result: 0 (no interaction). (7) The protein sequence of the target gene is MPADSTQDEDAVLSYGMKLTWDINDPQMPQEPTHFDHFREWPDGYVRFIYSSQEKKAQRHLSGWAMRNTNNHNGHILKKSCLGVVVCARACALKDGSHLQLRPAICDKARLKQQKKACPNCHSPLELVPCRGHSGYPVTNFWRLDGNAIFFQAKGVHDHPRPESKSETEGRRSALKRQMASFYQPQKRRSEEPEARSTQDIRGHLNSTAALEPTELFDMTADTSFPIPGQPSPSFPNSDVHRVTCDLPTFQGDIILPFQKYPNPSIYFPGPPWGYELASSGVTGSSPYSTLYKDSSVVPD.... The miRNA is mmu-miR-200b-3p with sequence UAAUACUGCCUGGUAAUGAUGA. Result: 0 (no interaction). (8) The miRNA is cel-miR-58a-3p with sequence UGAGAUCGUUCAGUACGGCAAU. The protein sequence of the target gene is MAGPTIHRDMEKSSGYCEAPENLGLSFSIEAILKKPTERRSLPRPQSICKEDSRQTTIPGSKLERPPQDQPQEEKKNKRRVRTTFTTEQLQELEKLFHFTHYPDIHVRSQLASRINLPEARVQIWFQNQRAKWRKQEKSGNLSAPQQPGEAGLALPSNMDVSGPVLTPTAMTTLVPPTECCLLSQTQLPSSWFPTQIPLVPWHPWDLQPLPGPLTQHPCVPTFMFPPLHPKWGSICATST. Result: 0 (no interaction). (9) The miRNA is hsa-miR-23b-3p with sequence AUCACAUUGCCAGGGAUUACCAC. The protein sequence of the target gene is MAQESPKNSAAEIPVTSNGEVDDSREHSFNRDLKHSLPSGLGLSETQITSHGFDNTKEGVIEAGAFQGSPAPPLPSVMSPSRVAASRLAQQGSDLIVPAGGQRTQTKSGPVILADEIKNPAMEKLELVRKWSLNTYKCTRQIISEKLGRGSRTVDLELEAQIDILRDNKKKYENILKLAQTLSTQLFQMVHTQRQLGDAFADLSLKSLELHEEFGYNADTQKLLAKNGETLLGAINFFIASVNTLVNKTIEDTLMTVKQYESARIEYDAYRTDLEELNLGPRDANTLPKIEQSQHLFQAH.... Result: 1 (interaction).